From a dataset of Forward reaction prediction with 1.9M reactions from USPTO patents (1976-2016). Predict the product of the given reaction. (1) The product is: [Cl:13][C:8]1[C:7]2[NH:6][C:5](=[S:14])[N:4]([CH2:3][CH2:2][NH:1][CH2:22][C:23]([CH3:26])([CH3:25])[CH3:24])[C:12]=2[CH:11]=[CH:10][N:9]=1. Given the reactants [NH2:1][CH2:2][CH2:3][N:4]1[C:12]2[CH:11]=[CH:10][N:9]=[C:8]([Cl:13])[C:7]=2[NH:6][C:5]1=[S:14].CCN(CC)CC.[CH:22](=O)[C:23]([CH3:26])([CH3:25])[CH3:24].[BH3-]C#N.[Na+], predict the reaction product. (2) Given the reactants C[O:2][C:3]([C:5]1[CH:21]=[CH:20][C:8]2[C:9]([CH2:13][C:14]3[CH:19]=[CH:18][CH:17]=[CH:16][CH:15]=3)([CH3:12])[CH2:10][O:11][C:7]=2[CH:6]=1)=[O:4].[OH-].[Na+].C(O)C.Cl, predict the reaction product. The product is: [CH2:13]([C:9]1([CH3:12])[C:8]2[CH:20]=[CH:21][C:5]([C:3]([OH:4])=[O:2])=[CH:6][C:7]=2[O:11][CH2:10]1)[C:14]1[CH:19]=[CH:18][CH:17]=[CH:16][CH:15]=1.